This data is from Reaction yield outcomes from USPTO patents with 853,638 reactions. The task is: Predict the reaction yield, written as a fraction of the theoretical maximum amount of product (1.0 means a 100% yield; for example, 0.34 means a 34% yield). (1) The reactants are [Cl:1][C:2]1[CH:3]=[C:4]([CH2:9][C:10]([O:12][CH3:13])=[O:11])[CH:5]=[C:6]([Cl:8])[CH:7]=1.[Br:14]N1C(=O)CCC1=O.C(OOC(=O)C1C=CC=CC=1)(=O)C1C=CC=CC=1. The catalyst is C(Cl)(Cl)(Cl)Cl. The product is [Br:14][CH:9]([C:4]1[CH:3]=[C:2]([Cl:1])[CH:7]=[C:6]([Cl:8])[CH:5]=1)[C:10]([O:12][CH3:13])=[O:11]. The yield is 0.800. (2) The reactants are [CH3:1][C:2]([CH3:38])([O:5][C:6]1[CH:11]=[CH:10][C:9]([N:12]2[C:17](=[O:18])[C:16]([CH2:19][C:20]3[CH:25]=[CH:24][C:23]([C:26]4[C:27]([C:32]#[N:33])=[CH:28][CH:29]=[CH:30][CH:31]=4)=[CH:22][CH:21]=3)=[C:15]([CH2:34][CH2:35][CH3:36])[N:14]=[C:13]2[CH3:37])=[CH:8][CH:7]=1)[CH:3]=[O:4].[CH3:39][Mg]Br.C(OCC)(=O)C.O. The catalyst is O1CCCC1. The product is [OH:4][CH:3]([CH3:39])[C:2]([CH3:38])([CH3:1])[O:5][C:6]1[CH:7]=[CH:8][C:9]([N:12]2[C:17](=[O:18])[C:16]([CH2:19][C:20]3[CH:25]=[CH:24][C:23]([C:26]4[C:27]([C:32]#[N:33])=[CH:28][CH:29]=[CH:30][CH:31]=4)=[CH:22][CH:21]=3)=[C:15]([CH2:34][CH2:35][CH3:36])[N:14]=[C:13]2[CH3:37])=[CH:10][CH:11]=1. The yield is 0.740. (3) The reactants are C([O-])([O-])=O.[Na+].[Na+].FC(F)(F)S(O[C:13]1[CH2:14][CH2:15][N:16]([C:19]([O:21][C:22]([CH3:25])([CH3:24])[CH3:23])=[O:20])[CH2:17][CH:18]=1)(=O)=O.S(O)(O)(=O)=O.[NH2:33][C:34]1[CH:35]=[C:36](B(O)O)[CH:37]=[CH:38][CH:39]=1.[NH2:33][C:34]1[CH:39]=[C:38](B(O)O)[CH:37]=[CH:36][CH:35]=1.[Cl-].[Li+]. The catalyst is C(COC)OC. The product is [NH2:33][C:34]1[CH:39]=[C:38]([C:13]2[CH2:14][CH2:15][N:16]([C:19]([O:21][C:22]([CH3:25])([CH3:24])[CH3:23])=[O:20])[CH2:17][CH:18]=2)[CH:37]=[CH:36][CH:35]=1. The yield is 0.810. (4) The catalyst is CO. The reactants are [Cl:1][C:2]1[CH:3]=[CH:4][C:5]2[N:28]3[CH:29]=[CH:30][CH:31]=[C:27]3[C:8]3([CH2:13][CH2:12][N:11]([C:14]([C:16]4[CH:21]=[CH:20][C:19]([CH2:22][CH:23]=[O:24])=[C:18]([O:25][CH3:26])[CH:17]=4)=[O:15])[CH2:10][CH2:9]3)[O:7][C:6]=2[CH:32]=1.[BH4-].[Na+]. The product is [Cl:1][C:2]1[CH:3]=[CH:4][C:5]2[N:28]3[CH:29]=[CH:30][CH:31]=[C:27]3[C:8]3([CH2:9][CH2:10][N:11]([C:14]([C:16]4[CH:21]=[CH:20][C:19]([CH2:22][CH2:23][OH:24])=[C:18]([O:25][CH3:26])[CH:17]=4)=[O:15])[CH2:12][CH2:13]3)[O:7][C:6]=2[CH:32]=1. The yield is 0.0700. (5) The reactants are [CH:1]([C:4]1[CH:9]=[CH:8][C:7]([CH2:10][CH2:11][CH2:12][CH:13]([CH3:16])[CH2:14][OH:15])=[CH:6][CH:5]=1)([CH3:3])[CH3:2].[H][H]. No catalyst specified. The product is [CH:1]([CH:4]1[CH2:9][CH2:8][CH:7]([CH2:10][CH2:11][CH2:12][CH:13]([CH3:16])[CH2:14][OH:15])[CH2:6][CH2:5]1)([CH3:3])[CH3:2]. The yield is 0.997.